The task is: Predict the product of the given reaction.. This data is from Forward reaction prediction with 1.9M reactions from USPTO patents (1976-2016). (1) Given the reactants [NH2:1][CH:2]([CH2:8][CH2:9][CH2:10][CH2:11][B:12]1[O:16][C:15]([CH3:18])([CH3:17])[C:14]([CH3:20])([CH3:19])[O:13]1)[C:3]([O:5][CH2:6][CH3:7])=[O:4].[Cl:21][C:22]1[CH:29]=[CH:28][C:25]([CH:26]=O)=[CH:24][CH:23]=1.C(O[BH-](OC(=O)C)OC(=O)C)(=O)C.[Na+], predict the reaction product. The product is: [Cl:21][C:22]1[CH:29]=[CH:28][C:25]([CH2:26][NH:1][CH:2]([CH2:8][CH2:9][CH2:10][CH2:11][B:12]2[O:16][C:15]([CH3:18])([CH3:17])[C:14]([CH3:19])([CH3:20])[O:13]2)[C:3]([O:5][CH2:6][CH3:7])=[O:4])=[CH:24][CH:23]=1. (2) Given the reactants [NH2:1][C:2]1[CH:7]=[CH:6][CH:5]=[CH:4][CH:3]=1.C(O[CH:11]=[C:12]([C:18]([O:20][CH2:21][CH3:22])=[O:19])[C:13]([O:15][CH2:16][CH3:17])=[O:14])C, predict the reaction product. The product is: [CH2:16]([O:15][C:13](=[O:14])[C:12](=[CH:11][NH:1][C:2]1[CH:7]=[CH:6][CH:5]=[CH:4][CH:3]=1)[C:18]([O:20][CH2:21][CH3:22])=[O:19])[CH3:17]. (3) Given the reactants [CH3:1][O:2][C:3]1[CH:8]=[C:7]([O:9][CH3:10])[CH:6]=[CH:5][C:4]=1[C:11]1[CH:16]=[CH:15][C:14]([C:17]2[CH:21]=[C:20]([NH:22][C:23]3[CH:24]=[CH:25][C:26]([C:29]#N)=[N:27][CH:28]=3)[NH:19][N:18]=2)=[CH:13][CH:12]=1.C1(C)C=CC=CC=1.C[OH:39], predict the reaction product. The product is: [CH3:1][O:2][C:3]1[CH:8]=[C:7]([O:9][CH3:10])[CH:6]=[CH:5][C:4]=1[C:11]1[CH:12]=[CH:13][C:14]([C:17]2[CH:21]=[C:20]([NH:22][C:23]3[CH:24]=[CH:25][C:26]([CH:29]=[O:39])=[N:27][CH:28]=3)[NH:19][N:18]=2)=[CH:15][CH:16]=1. (4) Given the reactants [N:1]1([C:5]2[C:10]3=[C:11]([C:15]4[CH:16]=[N:17][N:18]([CH3:21])[C:19]=4Br)[N:12]=[C:13]([CH3:14])[N:9]3[N:8]=[CH:7][N:6]=2)[CH2:4][CH2:3][CH2:2]1.[CH3:22][O:23][C:24]1[CH:29]=[CH:28][C:27](B(O)O)=[C:26]([CH3:33])[CH:25]=1.O.O.P([O-])([O-])([O-])=O.[K+].[K+].[K+].CN(C)C=O, predict the reaction product. The product is: [N:1]1([C:5]2[C:10]3=[C:11]([C:15]4[CH:16]=[N:17][N:18]([CH3:21])[C:19]=4[C:27]4[CH:28]=[CH:29][C:24]([O:23][CH3:22])=[CH:25][C:26]=4[CH3:33])[N:12]=[C:13]([CH3:14])[N:9]3[N:8]=[CH:7][N:6]=2)[CH2:4][CH2:3][CH2:2]1. (5) Given the reactants [CH3:1][O:2][C:3](=[O:27])[C:4]1[CH:9]=[C:8]([O:10][CH3:11])[CH:7]=[CH:6][C:5]=1[NH:12][C:13]1[N:17]([C:18]2[CH:23]=[CH:22][CH:21]=[CH:20][C:19]=2[CH3:24])[N:16]=[C:15]([CH3:25])[C:14]=1Br.[N:28]1[C:37]2[C:32](=[CH:33][C:34](OB(O)O)=[CH:35][CH:36]=2)[CH:31]=[CH:30][CH:29]=1.C(=O)([O-])[O-].[Na+].[Na+].O, predict the reaction product. The product is: [CH3:1][O:2][C:3](=[O:27])[C:4]1[CH:9]=[C:8]([O:10][CH3:11])[CH:7]=[CH:6][C:5]=1[NH:12][C:13]1[N:17]([C:18]2[CH:23]=[CH:22][CH:21]=[CH:20][C:19]=2[CH3:24])[N:16]=[C:15]([CH3:25])[C:14]=1[C:34]1[CH:33]=[C:32]2[C:37](=[CH:36][CH:35]=1)[N:28]=[CH:29][CH:30]=[CH:31]2. (6) The product is: [CH3:21][O:20][C:15]1[CH:16]=[CH:17][CH:18]=[CH:19][C:14]=1[N:9]1[CH:10]=[CH:11][C:12](=[O:13])[C:7]([C:5]2[N:29]([C:23]3[CH:28]=[CH:27][CH:26]=[CH:25][CH:24]=3)[N:2]=[CH:3][CH:4]=2)=[N:8]1. Given the reactants C[N:2](C)[CH:3]=[CH:4][C:5]([C:7]1[C:12](=[O:13])[CH:11]=[CH:10][N:9]([C:14]2[CH:19]=[CH:18][CH:17]=[CH:16][C:15]=2[O:20][CH3:21])[N:8]=1)=O.[C:23]1([NH:29]N)[CH:28]=[CH:27][CH:26]=[CH:25][CH:24]=1, predict the reaction product. (7) Given the reactants [C:1](Cl)(=[O:5])[CH2:2][CH2:3][CH3:4].[Cl:7][C:8]1[CH:16]=[C:15]2[C:11]([C:12]([NH2:17])=[N:13][NH:14]2)=[CH:10][CH:9]=1, predict the reaction product. The product is: [Cl:7][C:8]1[CH:16]=[C:15]2[C:11]([C:12]([NH:17][C:1](=[O:5])[CH2:2][CH2:3][CH3:4])=[N:13][NH:14]2)=[CH:10][CH:9]=1. (8) The product is: [Cl:1][C:2]1[C:7]([O:8][CH3:9])=[CH:6][C:5]([N:10]2[CH2:15][CH2:14][N:13]([C:16](=[O:31])[CH2:17][N:18]3[C:22]4=[N:23][CH:24]=[CH:25][CH:26]=[C:21]4[C:20]([C:27]4[N:28]=[CH:34][O:30][N:29]=4)=[N:19]3)[C@@H:12]([CH3:32])[CH2:11]2)=[C:4]([F:33])[CH:3]=1. Given the reactants [Cl:1][C:2]1[C:7]([O:8][CH3:9])=[CH:6][C:5]([N:10]2[CH2:15][CH2:14][N:13]([C:16](=[O:31])[CH2:17][N:18]3[C:22]4=[N:23][CH:24]=[CH:25][CH:26]=[C:21]4[C:20]([C:27]([NH:29][OH:30])=[NH:28])=[N:19]3)[CH:12]([CH3:32])[CH2:11]2)=[C:4]([F:33])[CH:3]=1.[C:34]1(C)C=CC(S(O)(=O)=O)=CC=1, predict the reaction product. (9) Given the reactants Cl[C:2]1[C:3]2[C:10]([I:11])=[CH:9][N:8]([CH:12]3[CH2:16][CH2:15][CH2:14][CH2:13]3)[C:4]=2[N:5]=[CH:6][N:7]=1.[OH-].[NH3:18], predict the reaction product. The product is: [CH:12]1([N:8]2[C:4]3[N:5]=[CH:6][N:7]=[C:2]([NH2:18])[C:3]=3[C:10]([I:11])=[CH:9]2)[CH2:16][CH2:15][CH2:14][CH2:13]1. (10) Given the reactants Cl.[NH2:2][C:3]1[CH:12]=[C:11]([C:13]2[C:22]3[C:17](=[CH:18][C:19]([O:28][CH2:29][CH3:30])=[C:20]4[O:25][C:24]([CH3:27])([CH3:26])[CH2:23][C:21]4=3)[CH2:16][C:15]([CH3:32])([CH3:31])[N:14]=2)[CH:10]=[CH:9][C:4]=1[C:5]([O:7][CH3:8])=[O:6].Cl.[N:34]1[CH:39]=[CH:38][CH:37]=[CH:36][C:35]=1[C:40](Cl)=[O:41], predict the reaction product. The product is: [CH2:29]([O:28][C:19]1[CH:18]=[C:17]2[C:22](=[C:21]3[CH2:23][C:24]([CH3:27])([CH3:26])[O:25][C:20]=13)[C:13]([C:11]1[CH:10]=[CH:9][C:4]([C:5]([O:7][CH3:8])=[O:6])=[C:3]([NH:2][C:40]([C:35]3[CH:36]=[CH:37][CH:38]=[CH:39][N:34]=3)=[O:41])[CH:12]=1)=[N:14][C:15]([CH3:31])([CH3:32])[CH2:16]2)[CH3:30].